Task: Predict the reactants needed to synthesize the given product.. Dataset: Full USPTO retrosynthesis dataset with 1.9M reactions from patents (1976-2016) The reactants are: [H-].[Na+].[Br-].[OH:4][CH2:5][CH2:6][CH2:7][CH2:8][CH2:9][CH2:10][P+](C1C=CC=CC=1)(C1C=CC=CC=1)C1C=CC=CC=1.[CH3:30][C:31](=O)[CH2:32][CH2:33][CH2:34][CH2:35][CH2:36][CH3:37]. Given the product [CH3:30][CH:31]([CH2:32][CH2:33][CH2:34][CH2:35][CH2:36][CH3:37])[CH2:10][CH2:9][CH2:8][CH2:7][CH:6]=[CH:5][OH:4], predict the reactants needed to synthesize it.